From a dataset of Reaction yield outcomes from USPTO patents with 853,638 reactions. Predict the reaction yield, written as a fraction of the theoretical maximum amount of product (1.0 means a 100% yield; for example, 0.34 means a 34% yield). (1) The reactants are [CH3:1][C:2]([N:7]1[CH:11]=[C:10]([C:12]2[CH:17]=[CH:16][N:15]=[C:14]3[NH:18][CH:19]=[CH:20][C:13]=23)[CH:9]=[N:8]1)([CH3:6])[C:3](O)=[O:4].C1N=C[N:23](C(N2C=NC=C2)=O)C=1.[NH4+].[Cl-]. The catalyst is CN(C=O)C. The product is [CH3:1][C:2]([N:7]1[CH:11]=[C:10]([C:12]2[CH:17]=[CH:16][N:15]=[C:14]3[NH:18][CH:19]=[CH:20][C:13]=23)[CH:9]=[N:8]1)([CH3:6])[C:3]([NH2:23])=[O:4]. The yield is 0.260. (2) The reactants are Cl[C:2]1[N:6]([CH3:7])[C:5]2[C:8]([CH:15]([CH2:18][CH3:19])[CH2:16][CH3:17])=[CH:9][CH:10]=[C:11]([O:12][CH2:13][CH3:14])[C:4]=2[N:3]=1.[Cl:20][C:21]1[CH:26]=[C:25]([Cl:27])[CH:24]=[C:23]([CH3:28])[C:22]=1[OH:29].C(=O)([O-])[O-].[K+].[K+].CN(C)C=O. The catalyst is O. The product is [Cl:20][C:21]1[CH:26]=[C:25]([Cl:27])[CH:24]=[C:23]([CH3:28])[C:22]=1[O:29][C:2]1[N:6]([CH3:7])[C:5]2[C:8]([CH:15]([CH2:18][CH3:19])[CH2:16][CH3:17])=[CH:9][CH:10]=[C:11]([O:12][CH2:13][CH3:14])[C:4]=2[N:3]=1. The yield is 0.110.